From a dataset of Forward reaction prediction with 1.9M reactions from USPTO patents (1976-2016). Predict the product of the given reaction. (1) Given the reactants [C:1](OC1C=CC=CC=1C)(=[O:8])[C:2]1[CH:7]=[CH:6][CH:5]=[CH:4][CH:3]=1.C([O:21][C:22]1[CH:27]=[CH:26][CH:25]=[CH:24][C:23]=1[CH3:28])(=O)CC, predict the reaction product. The product is: [OH:21][C:22]1[CH:27]=[CH:26][C:25]([C:1]([C:2]2[CH:7]=[CH:6][CH:5]=[CH:4][CH:3]=2)=[O:8])=[CH:24][C:23]=1[CH3:28]. (2) Given the reactants [CH3:1][N:2]1[C:6]2[CH:7]=[C:8]([N+:14]([O-])=O)[C:9]([N+:11]([O-])=O)=[CH:10][C:5]=2[N:4]=[C:3]1[CH3:17].[Sn].[OH-].[Na+], predict the reaction product. The product is: [CH3:1][N:2]1[C:6]2[CH:7]=[C:8]([NH2:14])[C:9]([NH2:11])=[CH:10][C:5]=2[N:4]=[C:3]1[CH3:17]. (3) Given the reactants [NH2:1][C:2]1[C:3]([NH:13][C@@H:14]2[CH2:18][C@H:17]([O:19][CH2:20][CH2:21][OH:22])[C@@H:16]([OH:23])[C@H:15]2[OH:24])=[N:4][C:5]([S:9][CH2:10][CH2:11][CH3:12])=[N:6][C:7]=1[Cl:8].[N:25](OCCC(C)C)=O, predict the reaction product. The product is: [Cl:8][C:7]1[C:2]2[N:1]=[N:25][N:13]([C@@H:14]3[CH2:18][C@H:17]([O:19][CH2:20][CH2:21][OH:22])[C@@H:16]([OH:23])[C@H:15]3[OH:24])[C:3]=2[N:4]=[C:5]([S:9][CH2:10][CH2:11][CH3:12])[N:6]=1. (4) Given the reactants [F:1][C:2]1[CH:10]=[CH:9][C:5]([C:6]([OH:8])=O)=[CH:4][CH:3]=1.C(N(CC)CC)C.OC1C2N=NNC=2C=CC=1.[C:28]([C:32]1[N:37]=[C:36]([N:38]2[CH2:43][CH2:42][N:41]([CH2:44][CH2:45][CH2:46][CH2:47][NH2:48])[CH2:40][CH2:39]2)[CH:35]=[C:34]([CH:49]2[CH2:52][CH2:51][CH2:50]2)[N:33]=1)([CH3:31])([CH3:30])[CH3:29].[ClH:53].C(N=C=NCCCN(C)C)C, predict the reaction product. The product is: [ClH:53].[C:28]([C:32]1[N:37]=[C:36]([N:38]2[CH2:39][CH2:40][N:41]([CH2:44][CH2:45][CH2:46][CH2:47][NH:48][C:6](=[O:8])[C:5]3[CH:4]=[CH:3][C:2]([F:1])=[CH:10][CH:9]=3)[CH2:42][CH2:43]2)[CH:35]=[C:34]([CH:49]2[CH2:52][CH2:51][CH2:50]2)[N:33]=1)([CH3:31])([CH3:29])[CH3:30]. (5) Given the reactants [C:1]([O:5][C:6](=[O:19])[N:7]([C:11]1[CH:16]=[CH:15][C:14]([F:17])=[C:13]([F:18])[CH:12]=1)[CH2:8][CH:9]=O)([CH3:4])([CH3:3])[CH3:2].[I:20][C:21]1[CH:26]=[CH:25][C:24]([C:27]2([CH2:34][NH2:35])[CH2:32][CH2:31][N:30]([CH3:33])[CH2:29][CH2:28]2)=[CH:23][CH:22]=1.[BH4-].[Na+], predict the reaction product. The product is: [C:1]([O:5][C:6](=[O:19])[N:7]([C:11]1[CH:16]=[CH:15][C:14]([F:17])=[C:13]([F:18])[CH:12]=1)[CH2:8][CH2:9][NH:35][CH2:34][C:27]1([C:24]2[CH:23]=[CH:22][C:21]([I:20])=[CH:26][CH:25]=2)[CH2:32][CH2:31][N:30]([CH3:33])[CH2:29][CH2:28]1)([CH3:4])([CH3:3])[CH3:2]. (6) Given the reactants [CH2:1]([O:8][C:9]1[CH:10]=[C:11]([CH:16]=[C:17]([O:27][CH2:28][C:29]2[CH:34]=[CH:33][CH:32]=[CH:31][CH:30]=2)[C:18]=1[O:19][CH2:20][C:21]1[CH:26]=[CH:25][CH:24]=[CH:23][CH:22]=1)[C:12]([O:14]C)=[O:13])[C:2]1[CH:7]=[CH:6][CH:5]=[CH:4][CH:3]=1.[OH-].[K+].O, predict the reaction product. The product is: [CH2:1]([O:8][C:9]1[CH:10]=[C:11]([CH:16]=[C:17]([O:27][CH2:28][C:29]2[CH:34]=[CH:33][CH:32]=[CH:31][CH:30]=2)[C:18]=1[O:19][CH2:20][C:21]1[CH:22]=[CH:23][CH:24]=[CH:25][CH:26]=1)[C:12]([OH:14])=[O:13])[C:2]1[CH:3]=[CH:4][CH:5]=[CH:6][CH:7]=1. (7) Given the reactants [NH2:1][C:2]([C:4]1[CH:5]=[C:6]([CH:11]=[C:12]([Cl:14])[CH:13]=1)[C:7]([O:9][CH3:10])=[O:8])=O.S(Cl)(Cl)=O, predict the reaction product. The product is: [Cl:14][C:12]1[CH:11]=[C:6]([CH:5]=[C:4]([C:2]#[N:1])[CH:13]=1)[C:7]([O:9][CH3:10])=[O:8]. (8) Given the reactants [S:1]([Cl:5])(Cl)(=[O:3])=[O:2].[NH:6]1[CH2:11][CH2:10][CH2:9][CH2:8][CH2:7]1, predict the reaction product. The product is: [N:6]1([S:1]([Cl:5])(=[O:3])=[O:2])[CH2:11][CH2:10][CH2:9][CH2:8][CH2:7]1.